This data is from Full USPTO retrosynthesis dataset with 1.9M reactions from patents (1976-2016). The task is: Predict the reactants needed to synthesize the given product. (1) Given the product [C:1]([C:5]1[CH:10]=[CH:9][CH:8]=[CH:7][C:6]=1[CH:11]1[CH2:12][CH2:13][N:14]([C:30]([C@H:25]2[CH2:26][C@@H:27]([OH:29])[CH2:28][N:24]2[C:22]([O:21][C:17]([CH3:20])([CH3:19])[CH3:18])=[O:23])=[O:31])[CH2:15][CH2:16]1)([CH3:4])([CH3:2])[CH3:3], predict the reactants needed to synthesize it. The reactants are: [C:1]([C:5]1[CH:10]=[CH:9][CH:8]=[CH:7][C:6]=1[CH:11]1[CH2:16][CH2:15][NH:14][CH2:13][CH2:12]1)([CH3:4])([CH3:3])[CH3:2].[C:17]([O:21][C:22]([N:24]1[CH2:28][C@H:27]([OH:29])[CH2:26][C@@H:25]1[C:30](O)=[O:31])=[O:23])([CH3:20])([CH3:19])[CH3:18].CCN=C=NCCCN(C)C.C1C=CC2N(O)N=NC=2C=1.CCN(CC)CC. (2) Given the product [C:22]([N:15]1[CH2:16][CH2:17][N:12]([C:5]2[C:6]3[C:11](=[CH:10][CH:9]=[CH:8][CH:7]=3)[C:2]([Cl:1])=[N:3][N:4]=2)[CH2:13][CH:14]1[C:18]([O:20][CH3:21])=[O:19])(=[O:29])[C:23]1[CH:28]=[CH:27][CH:26]=[CH:25][CH:24]=1, predict the reactants needed to synthesize it. The reactants are: [Cl:1][C:2]1[C:11]2[C:6](=[CH:7][CH:8]=[CH:9][CH:10]=2)[C:5]([N:12]2[CH2:17][CH2:16][NH:15][CH:14]([C:18]([O:20][CH3:21])=[O:19])[CH2:13]2)=[N:4][N:3]=1.[C:22](Cl)(=[O:29])[C:23]1[CH:28]=[CH:27][CH:26]=[CH:25][CH:24]=1. (3) Given the product [NH:18]1[CH2:17][CH2:16][CH2:15][CH2:14][CH2:13][CH:12]1[C@@H:10]([OH:11])[C@@H:9]([N:8]([CH2:1][C:2]1[CH:7]=[CH:6][CH:5]=[CH:4][CH:3]=1)[CH2:27][C:28]1[CH:29]=[CH:30][CH:31]=[CH:32][CH:33]=1)[CH2:20][C:21]1[CH:26]=[CH:25][CH:24]=[CH:23][CH:22]=1, predict the reactants needed to synthesize it. The reactants are: [CH2:1]([N:8]([CH2:27][C:28]1[CH:33]=[CH:32][CH:31]=[CH:30][CH:29]=1)[C@@H:9]([CH2:20][C:21]1[CH:26]=[CH:25][CH:24]=[CH:23][CH:22]=1)[C@@H:10]([CH:12]1[NH:18][C:17](=O)[CH:16]=[CH:15][CH2:14][CH2:13]1)[OH:11])[C:2]1[CH:7]=[CH:6][CH:5]=[CH:4][CH:3]=1.C(O)(=O)CC(CC(O)=O)(C(O)=O)O.C(OCC)(=O)C. (4) Given the product [C:17]1([C:14]2[CH:15]=[CH:16][C:10]3[O:9][C:8]([C:4]4[CH:3]=[C:2]([N:1]5[C:32](=[O:33])[C:26]6[C:25](=[CH:24][CH:23]=[C:28]([C:29]([OH:31])=[O:30])[CH:27]=6)[C:35]5=[O:34])[CH:7]=[CH:6][CH:5]=4)=[N:12][C:11]=3[CH:13]=2)[CH:18]=[CH:19][CH:20]=[CH:21][CH:22]=1, predict the reactants needed to synthesize it. The reactants are: [NH2:1][C:2]1[CH:3]=[C:4]([C:8]2[O:9][C:10]3[CH:16]=[CH:15][C:14]([C:17]4[CH:22]=[CH:21][CH:20]=[CH:19][CH:18]=4)=[CH:13][C:11]=3[N:12]=2)[CH:5]=[CH:6][CH:7]=1.[CH:23]1[C:28]([C:29]([OH:31])=[O:30])=[CH:27][C:26]2[C:32]([O:34][C:35](=O)[C:25]=2[CH:24]=1)=[O:33].